From a dataset of Catalyst prediction with 721,799 reactions and 888 catalyst types from USPTO. Predict which catalyst facilitates the given reaction. Reactant: [CH3:1][O:2][C:3]1[CH:8]=[CH:7][C:6]([CH2:9][NH2:10])=[CH:5][CH:4]=1.[C:11]1(=[O:21])[C:16]2=[CH:17][N:18]=[CH:19][CH:20]=[C:15]2[CH2:14][CH2:13][O:12]1.CO.Cl. Product: [OH:12][CH2:13][CH2:14][C:15]1[C:16]([C:11]([NH:10][CH2:9][C:6]2[CH:7]=[CH:8][C:3]([O:2][CH3:1])=[CH:4][CH:5]=2)=[O:21])=[CH:17][N:18]=[CH:19][CH:20]=1. The catalyst class is: 396.